Dataset: Forward reaction prediction with 1.9M reactions from USPTO patents (1976-2016). Task: Predict the product of the given reaction. (1) Given the reactants [CH3:1][O:2][C:3]1[CH:8]=[C:7]([CH2:9][O:10][CH3:11])[CH:6]=[C:5]([O:12][CH3:13])[C:4]=1[C:14]1[N:15]2[N:22]=[C:21]([CH2:23][CH3:24])[C:20]([NH2:25])=[C:16]2[O:17][C:18]=1[CH3:19].C(N(CC)CC)C.[C:33](O[C:33]([O:35][C:36]([CH3:39])([CH3:38])[CH3:37])=[O:34])([O:35][C:36]([CH3:39])([CH3:38])[CH3:37])=[O:34].C(=O)([O-])O.[Na+], predict the reaction product. The product is: [CH3:13][O:12][C:5]1[CH:6]=[C:7]([CH2:9][O:10][CH3:11])[CH:8]=[C:3]([O:2][CH3:1])[C:4]=1[C:14]1[N:15]2[N:22]=[C:21]([CH2:23][CH3:24])[C:20]([NH:25][C:33](=[O:34])[O:35][C:36]([CH3:39])([CH3:38])[CH3:37])=[C:16]2[O:17][C:18]=1[CH3:19]. (2) Given the reactants [C:1]([C:4]1[C:5]([C:23]2[CH:28]=[CH:27][C:26]([O:29][C:30]3[CH:35]=[CH:34][CH:33]=[CH:32][CH:31]=3)=[CH:25][CH:24]=2)=[N:6][C:7]([C:10]2[CH2:15][CH2:14][N:13]([C:16]([O:18][C:19]([CH3:22])([CH3:21])[CH3:20])=[O:17])[CH2:12][CH:11]=2)=[N:8][CH:9]=1)(=[O:3])[NH2:2], predict the reaction product. The product is: [C:1]([C:4]1[C:5]([C:23]2[CH:24]=[CH:25][C:26]([O:29][C:30]3[CH:31]=[CH:32][CH:33]=[CH:34][CH:35]=3)=[CH:27][CH:28]=2)=[N:6][C:7]([CH:10]2[CH2:15][CH2:14][N:13]([C:16]([O:18][C:19]([CH3:22])([CH3:21])[CH3:20])=[O:17])[CH2:12][CH2:11]2)=[N:8][CH:9]=1)(=[O:3])[NH2:2]. (3) Given the reactants C[O:2][P:3]([C:7]1[CH:12]=[CH:11][C:10]([B:13]2[O:17][C:16]([CH3:19])([CH3:18])[C:15]([CH3:21])([CH3:20])[O:14]2)=[CH:9][CH:8]=1)(=[O:6])[O:4]C.Br[Si](C)(C)C.O, predict the reaction product. The product is: [CH3:18][C:16]1([CH3:19])[C:15]([CH3:20])([CH3:21])[O:14][B:13]([C:10]2[CH:9]=[CH:8][C:7]([P:3](=[O:2])([OH:6])[OH:4])=[CH:12][CH:11]=2)[O:17]1. (4) Given the reactants COC[O:4][CH2:5][CH2:6][CH2:7][C:8]1[C:9]([CH:13]([CH3:15])[CH3:14])=[N:10][NH:11][CH:12]=1.Cl[C:17]1[N:22]=[CH:21][C:20]([C:23]#[N:24])=[CH:19][CH:18]=1.[H-].[Na+].[H][H], predict the reaction product. The product is: [OH:4][CH2:5][CH2:6][CH2:7][C:8]1[C:9]([CH:13]([CH3:15])[CH3:14])=[N:10][N:11]([C:17]2[N:22]=[CH:21][C:20]([C:23]#[N:24])=[CH:19][CH:18]=2)[CH:12]=1. (5) The product is: [CH:34]([O:33][C:30]1[CH:31]=[CH:32][C:27]([N:7]2[C:8]3[C:13](=[CH:12][C:11]([O:16][C:17]4[CH:22]=[CH:21][C:20]([C:23]([F:24])([F:26])[F:25])=[CH:19][CH:18]=4)=[CH:10][CH:9]=3)[C:14]([N:37]3[CH2:41][CH2:40][CH2:39][C:38]3=[O:42])=[C:6]2[C:4]([OH:3])=[O:5])=[CH:28][CH:29]=1)([CH3:36])[CH3:35]. Given the reactants C([O:3][C:4]([C:6]1[N:7]([C:27]2[CH:32]=[CH:31][C:30]([O:33][CH:34]([CH3:36])[CH3:35])=[CH:29][CH:28]=2)[C:8]2[C:13]([C:14]=1Br)=[CH:12][C:11]([O:16][C:17]1[CH:22]=[CH:21][C:20]([C:23]([F:26])([F:25])[F:24])=[CH:19][CH:18]=1)=[CH:10][CH:9]=2)=[O:5])C.[NH:37]1[CH2:41][CH2:40][CH2:39][C:38]1=[O:42], predict the reaction product.